This data is from Forward reaction prediction with 1.9M reactions from USPTO patents (1976-2016). The task is: Predict the product of the given reaction. (1) Given the reactants Br[C:2]1[CH:7]=[CH:6][C:5]([CH2:8][C:9]([F:12])([F:11])[F:10])=[C:4]([F:13])[CH:3]=1.Cl.[CH3:15][O:16][C:17]([C:19]1[CH:20]=[C:21](B(O)O)[CH:22]=[N:23][CH:24]=1)=[O:18].C(=O)([O-])[O-].[K+].[K+].[F-].[K+], predict the reaction product. The product is: [F:13][C:4]1[CH:3]=[C:2]([C:21]2[CH:22]=[N:23][CH:24]=[C:19]([CH:20]=2)[C:17]([O:16][CH3:15])=[O:18])[CH:7]=[CH:6][C:5]=1[CH2:8][C:9]([F:12])([F:11])[F:10]. (2) Given the reactants Cl[CH2:2][C:3]([NH:5][C:6]1[S:7][C:8]([C:12]2[CH:17]=[CH:16][N:15]=[C:14]([NH:18][C:19]3[CH:24]=[CH:23][CH:22]=[C:21]([N+:25]([O-:27])=[O:26])[CH:20]=3)[N:13]=2)=[C:9]([CH3:11])[N:10]=1)=[O:4].[C:28]([O:32][C:33]([N:35]1[CH2:40][CH2:39][NH:38][CH2:37][CH2:36]1)=[O:34])([CH3:31])([CH3:30])[CH3:29], predict the reaction product. The product is: [C:28]([O:32][C:33]([N:35]1[CH2:40][CH2:39][N:38]([CH2:2][C:3](=[O:4])[NH:5][C:6]2[S:7][C:8]([C:12]3[CH:17]=[CH:16][N:15]=[C:14]([NH:18][C:19]4[CH:24]=[CH:23][CH:22]=[C:21]([N+:25]([O-:27])=[O:26])[CH:20]=4)[N:13]=3)=[C:9]([CH3:11])[N:10]=2)[CH2:37][CH2:36]1)=[O:34])([CH3:31])([CH3:29])[CH3:30].